Dataset: Full USPTO retrosynthesis dataset with 1.9M reactions from patents (1976-2016). Task: Predict the reactants needed to synthesize the given product. (1) Given the product [CH3:11][S:12]([N:15]1[CH2:20][CH2:19][N:18]([C:2]2[N:7]=[CH:6][C:5]([B:8]([OH:10])[OH:9])=[CH:4][N:3]=2)[CH2:17][CH2:16]1)(=[O:14])=[O:13], predict the reactants needed to synthesize it. The reactants are: Cl[C:2]1[N:7]=[CH:6][C:5]([B:8]([OH:10])[OH:9])=[CH:4][N:3]=1.[CH3:11][S:12]([N:15]1[CH2:20][CH2:19][NH:18][CH2:17][CH2:16]1)(=[O:14])=[O:13]. (2) Given the product [Cl:42][C:37]1[CH:36]=[C:35]([CH:40]=[C:39]([F:41])[CH:38]=1)[O:34][CH2:33][CH2:32][N:7]1[CH:11]=[C:10](/[CH:12]=[CH:13]/[C:14]([NH:16][C:17]2[CH:22]=[CH:21][CH:20]=[CH:19][C:18]=2[NH:23][C:24](=[O:30])[O:25][C:26]([CH3:27])([CH3:29])[CH3:28])=[O:15])[CH:9]=[N:8]1, predict the reactants needed to synthesize it. The reactants are: C(=O)([O-])[O-].[Cs+].[Cs+].[NH:7]1[CH:11]=[C:10](/[CH:12]=[CH:13]/[C:14]([NH:16][C:17]2[CH:22]=[CH:21][CH:20]=[CH:19][C:18]=2[NH:23][C:24](=[O:30])[O:25][C:26]([CH3:29])([CH3:28])[CH3:27])=[O:15])[CH:9]=[N:8]1.Br[CH2:32][CH2:33][O:34][C:35]1[CH:40]=[C:39]([F:41])[CH:38]=[C:37]([Cl:42])[CH:36]=1. (3) Given the product [Cl:32][C:29]1[CH:28]=[CH:27][C:26]([CH2:25][C:24]([NH:23][C:19]2[C:18]([CH3:34])=[C:17]([CH3:35])[C:16]([OH:15])=[C:21]([CH3:22])[N:20]=2)=[O:33])=[CH:31][CH:30]=1, predict the reactants needed to synthesize it. The reactants are: B(Cl)(Cl)Cl.C(Cl)Cl.C([O:15][C:16]1[C:17]([CH3:35])=[C:18]([CH3:34])[C:19]([NH:23][C:24](=[O:33])[CH2:25][C:26]2[CH:31]=[CH:30][C:29]([Cl:32])=[CH:28][CH:27]=2)=[N:20][C:21]=1[CH3:22])C1C=CC=CC=1.CC1C(C)=C(C)C(C)=C(C)C=1. (4) The reactants are: Cl[C:2]1[CH:7]=[CH:6][C:5]([Cl:8])=[CH:4][N:3]=1.[F:9][C:10]1[CH:27]=[CH:26][C:13]([O:14][CH2:15][C@H:16]2[CH2:25][N:20]3[CH2:21][CH2:22][NH:23][CH2:24][C@@H:19]3[CH2:18][CH2:17]2)=[CH:12][CH:11]=1.Cl. Given the product [F:9][C:10]1[CH:11]=[CH:12][C:13]([O:14][CH2:15][C@H:16]2[CH2:25][N:20]3[CH2:21][CH2:22][N:23]([C:2]4[CH:7]=[CH:6][C:5]([Cl:8])=[CH:4][N:3]=4)[CH2:24][C@@H:19]3[CH2:18][CH2:17]2)=[CH:26][CH:27]=1, predict the reactants needed to synthesize it. (5) The reactants are: [F:1][C:2]1[N:7]=[CH:6][C:5]([C:8]2[C:17]3[CH2:16][CH2:15][N:14]4[C:18](=[O:24])[CH2:19][NH:20][C:21](=O)[CH:22]=[C:13]4[C:12]=3[N:11]=[CH:10][CH:9]=2)=[CH:4][CH:3]=1.ClCCCl.[CH:29]([C:32]1[N:33]=[CH:34][NH:35][CH:36]=1)([CH3:31])[CH3:30].C([O-])(O)=O.[Na+]. Given the product [F:1][C:2]1[N:7]=[CH:6][C:5]([C:8]2[C:17]3[CH2:16][CH2:15][N:14]4[C:18](=[O:24])[CH2:19][N:20]=[C:21]([N:35]5[CH:36]=[C:32]([CH:29]([CH3:31])[CH3:30])[N:33]=[CH:34]5)[CH:22]=[C:13]4[C:12]=3[N:11]=[CH:10][CH:9]=2)=[CH:4][CH:3]=1, predict the reactants needed to synthesize it. (6) Given the product [N:19]1([CH:13]([C:5]2([CH:9]=[CH:10][C:2]([Cl:1])=[CH:3][CH2:4]2)[C:6]([NH2:8])=[O:7])[C:12]([CH3:11])([CH3:18])[CH2:15][CH:16]=[CH2:17])[C:23]2[CH:24]=[CH:25][CH:26]=[CH:27][C:22]=2[N:21]=[N:20]1, predict the reactants needed to synthesize it. The reactants are: [Cl:1][C:2]1[CH:10]=[CH:9][C:5]([C:6]([NH2:8])=[O:7])=[CH:4][CH:3]=1.[CH3:11][C:12]([CH3:18])([CH2:15][CH:16]=[CH2:17])[CH:13]=O.[NH:19]1[C:23]2[CH:24]=[CH:25][CH:26]=[CH:27][C:22]=2[N:21]=[N:20]1.C1(C)C=CC(S(O)(=O)=O)=CC=1. (7) Given the product [CH3:1][O:2][C:3]1[CH:4]=[C:5]2[C:9](=[CH:10][CH:11]=1)[N:8]([C:12]1[CH:17]=[CH:16][C:15]([O:18][CH3:19])=[CH:14][CH:13]=1)[CH:7]=[C:6]2[C:26](=[O:28])[CH3:27], predict the reactants needed to synthesize it. The reactants are: [CH3:1][O:2][C:3]1[CH:4]=[C:5]2[C:9](=[CH:10][CH:11]=1)[N:8]([C:12]1[CH:17]=[CH:16][C:15]([O:18][CH3:19])=[CH:14][CH:13]=1)[CH:7]=[CH:6]2.[Al](Cl)(CC)CC.[C:26](Cl)(=[O:28])[CH3:27]. (8) Given the product [CH2:8]([C@@H:15]1[CH2:19][O:18][C:17](=[O:20])[N:16]1[C:21]1[CH:22]=[C:23]([CH:27]2[C:36]([CH3:38])([CH3:37])[CH2:35][C:34]3[C:29](=[CH:30][CH:31]=[C:32]([C:39]([NH:7][S:4]([CH3:3])(=[O:6])=[O:5])=[O:40])[CH:33]=3)[NH:28]2)[CH:24]=[CH:25][CH:26]=1)[C:9]1[CH:14]=[CH:13][CH:12]=[CH:11][CH:10]=1, predict the reactants needed to synthesize it. The reactants are: [H-].[Na+].[CH3:3][S:4]([NH2:7])(=[O:6])=[O:5].[CH2:8]([C@@H:15]1[CH2:19][O:18][C:17](=[O:20])[N:16]1[C:21]1[CH:22]=[C:23]([CH:27]2[C:36]([CH3:38])([CH3:37])[CH2:35][C:34]3[C:29](=[CH:30][CH:31]=[C:32]([C:39](O)=[O:40])[CH:33]=3)[NH:28]2)[CH:24]=[CH:25][CH:26]=1)[C:9]1[CH:14]=[CH:13][CH:12]=[CH:11][CH:10]=1.C(N1C=CN=C1)(N1C=CN=C1)=O. (9) Given the product [Cl:1][C:2]1[C:3]([CH3:34])=[C:4]([N:8]([S:9]([C:12]2[CH:13]=[CH:14][C:15]([CH2:16][OH:17])=[CH:19][CH:20]=2)(=[O:11])=[O:10])[CH2:21][C:22]([NH:24][CH2:25][C:26]2[CH:27]=[CH:28][C:29]([O:32][CH3:33])=[CH:30][CH:31]=2)=[O:23])[CH:5]=[CH:6][CH:7]=1, predict the reactants needed to synthesize it. The reactants are: [Cl:1][C:2]1[C:3]([CH3:34])=[C:4]([N:8]([CH2:21][C:22]([NH:24][CH2:25][C:26]2[CH:31]=[CH:30][C:29]([O:32][CH3:33])=[CH:28][CH:27]=2)=[O:23])[S:9]([C:12]2[CH:20]=[CH:19][C:15]([C:16](O)=[O:17])=[CH:14][CH:13]=2)(=[O:11])=[O:10])[CH:5]=[CH:6][CH:7]=1.ClC(OCC)=O.[BH4-].[Na+].Cl.